From a dataset of Full USPTO retrosynthesis dataset with 1.9M reactions from patents (1976-2016). Predict the reactants needed to synthesize the given product. Given the product [C:21]([NH:1][C:2]1[CH:3]=[C:4]([CH:8]=[CH:9][C:10]=1[F:11])[C:5]([NH2:7])=[O:6])(=[O:24])[CH:22]=[CH2:23], predict the reactants needed to synthesize it. The reactants are: [NH2:1][C:2]1[CH:3]=[C:4]([CH:8]=[CH:9][C:10]=1[F:11])[C:5]([NH2:7])=[O:6].C(N(C(C)C)CC)(C)C.[C:21](Cl)(=[O:24])[CH:22]=[CH2:23].